Regression. Given two drug SMILES strings and cell line genomic features, predict the synergy score measuring deviation from expected non-interaction effect. From a dataset of NCI-60 drug combinations with 297,098 pairs across 59 cell lines. (1) Drug 1: C1=CN(C=N1)CC(O)(P(=O)(O)O)P(=O)(O)O. Drug 2: C1=NNC2=C1C(=O)NC=N2. Cell line: KM12. Synergy scores: CSS=-3.90, Synergy_ZIP=-1.86, Synergy_Bliss=-8.31, Synergy_Loewe=-6.73, Synergy_HSA=-7.93. (2) Drug 1: CC12CCC(CC1=CCC3C2CCC4(C3CC=C4C5=CN=CC=C5)C)O. Drug 2: C1C(C(OC1N2C=NC3=C(N=C(N=C32)Cl)N)CO)O. Cell line: SK-MEL-2. Synergy scores: CSS=3.46, Synergy_ZIP=-0.599, Synergy_Bliss=1.14, Synergy_Loewe=-7.65, Synergy_HSA=-2.55.